This data is from Full USPTO retrosynthesis dataset with 1.9M reactions from patents (1976-2016). The task is: Predict the reactants needed to synthesize the given product. (1) Given the product [F:2][C:3]1[C:4]([C:26]([F:27])([F:28])[F:29])=[C:5]([CH:10]2[CH2:15][CH2:14][N:13]([C:16]([C:18]3[C:19]4[CH2:25][N:24]([C:31]([N:33]5[CH2:34][CH2:35][N:36]([C:39]([O:41][C:42]([CH3:45])([CH3:44])[CH3:43])=[O:40])[CH2:37][CH2:38]5)=[O:32])[CH2:23][C:20]=4[NH:21][N:22]=3)=[O:17])[CH2:12][CH2:11]2)[CH:6]=[CH:7][C:8]=1[F:9], predict the reactants needed to synthesize it. The reactants are: Cl.[F:2][C:3]1[C:4]([C:26]([F:29])([F:28])[F:27])=[C:5]([CH:10]2[CH2:15][CH2:14][N:13]([C:16]([C:18]3[C:19]4[CH2:25][NH:24][CH2:23][C:20]=4[NH:21][N:22]=3)=[O:17])[CH2:12][CH2:11]2)[CH:6]=[CH:7][C:8]=1[F:9].Cl[C:31]([N:33]1[CH2:38][CH2:37][N:36]([C:39]([O:41][C:42]([CH3:45])([CH3:44])[CH3:43])=[O:40])[CH2:35][CH2:34]1)=[O:32]. (2) Given the product [Cl:1][C:2]1[C:3]([N:8]([CH2:30][O:31][CH2:32][CH2:33][O:34][CH3:35])[S:9]([C:12]2[C:20]3[C:15](=[N:16][CH:17]=[CH:18][CH:19]=3)[S:14][CH:13]=2)(=[O:11])=[O:10])=[N:4][O:5][C:6]=1[CH3:7], predict the reactants needed to synthesize it. The reactants are: [Cl:1][C:2]1[C:3]([NH:8][S:9]([C:12]2[C:20]3[C:15](=[N:16][CH:17]=[CH:18][CH:19]=3)[S:14][CH:13]=2)(=[O:11])=[O:10])=[N:4][O:5][C:6]=1[CH3:7].CCN(C(C)C)C(C)C.[CH2:30](Cl)[O:31][CH2:32][CH2:33][O:34][CH3:35]. (3) Given the product [NH2:16][CH2:15][C:12]1([CH3:18])[CH2:11][CH2:10][C:9]([N:8]([CH3:26])[CH3:7])([C:19]2[CH:24]=[CH:23][CH:22]=[C:21]([F:25])[CH:20]=2)[CH2:14][CH2:13]1, predict the reactants needed to synthesize it. The reactants are: [H-].[Al+3].[Li+].[H-].[H-].[H-].[CH3:7][N:8]([CH3:26])[C:9]1([C:19]2[CH:24]=[CH:23][CH:22]=[C:21]([F:25])[CH:20]=2)[CH2:14][CH2:13][C:12]([CH3:18])([CH:15]=[N:16]O)[CH2:11][CH2:10]1.